Dataset: Full USPTO retrosynthesis dataset with 1.9M reactions from patents (1976-2016). Task: Predict the reactants needed to synthesize the given product. (1) Given the product [CH3:3][CH:2]([C:4]([C:24]1[CH:25]=[CH:26][C:27]([O:32][CH3:33])=[C:28]([O:30][CH3:31])[CH:29]=1)([C:22]#[N:23])[CH2:5][CH2:6][CH2:7][N:8]([CH2:10][CH2:11][C:12]1[CH:13]=[CH:14][C:15]([O:20][CH3:21])=[C:16]([O:18][CH3:19])[CH:17]=1)[CH3:9])[CH3:1], predict the reactants needed to synthesize it. The reactants are: [CH3:1][CH:2]([C:4]([C:24]1[CH:25]=[CH:26][C:27]([O:32][CH3:33])=[C:28]([O:30][CH3:31])[CH:29]=1)([C:22]#[N:23])[CH2:5][CH2:6][CH2:7][N:8]([CH2:10][CH2:11][C:12]1[CH:13]=[CH:14][C:15]([O:20][CH3:21])=[C:16]([O:18][CH3:19])[CH:17]=1)[CH3:9])[CH3:3].Cl. (2) The reactants are: [F:1][C:2]1[CH:7]=[CH:6][CH:5]=[C:4]([C:8]#[C:9][Si](C)(C)C)[C:3]=1[CH2:14][C:15]([O:17]CC)=[O:16].[OH-].[Na+]. Given the product [C:8]([C:4]1[CH:5]=[CH:6][CH:7]=[C:2]([F:1])[C:3]=1[CH2:14][C:15]([OH:17])=[O:16])#[CH:9], predict the reactants needed to synthesize it. (3) The reactants are: COP([CH2:7][C:8]([O:10][CH3:11])=[O:9])(OC)=O.[H-].[Na+].[F:14][C:15]([F:44])([F:43])[O:16][C:17]1[CH:42]=[CH:41][CH:40]=[CH:39][C:18]=1[CH2:19][O:20][C:21]1[NH:25][N:24]=[C:23]([C:26]2[CH:27]=[CH:28][C:29]([CH:32]3[CH2:37][CH2:36][C:35](=O)[CH2:34][CH2:33]3)=[N:30][CH:31]=2)[CH:22]=1.[CH3:45]N(C)C=O. Given the product [F:14][C:15]([F:44])([F:43])[O:16][C:17]1[CH:42]=[CH:41][CH:40]=[CH:39][C:18]=1[CH2:19][O:20][C:21]1[NH:25][N:24]=[C:23]([C:26]2[CH:27]=[CH:28][C:29]([CH:32]3[CH2:37][CH2:36][C:35](=[CH:7][C:8]([O:10][CH2:11][CH3:45])=[O:9])[CH2:34][CH2:33]3)=[N:30][CH:31]=2)[CH:22]=1, predict the reactants needed to synthesize it. (4) Given the product [C:41]([N:8]([CH:1]1[CH2:2][CH2:3][CH2:4][CH2:5][CH2:6][CH2:7]1)[CH2:9][CH:10]([N:12]([CH2:23][CH2:24][C:25]1[C:33]2[S:32][C:31](=[O:34])[NH:30][C:29]=2[C:28]([OH:35])=[CH:27][CH:26]=1)[C:13](=[O:22])[O:14][CH2:15][C:16]1[CH:21]=[CH:20][CH:19]=[CH:18][CH:17]=1)[CH3:11])(=[O:44])[CH:42]=[CH2:43], predict the reactants needed to synthesize it. The reactants are: [CH:1]1([NH:8][CH2:9][CH:10]([N:12]([CH2:23][CH2:24][C:25]2[C:33]3[S:32][C:31](=[O:34])[NH:30][C:29]=3[C:28]([OH:35])=[CH:27][CH:26]=2)[C:13](=[O:22])[O:14][CH2:15][C:16]2[CH:21]=[CH:20][CH:19]=[CH:18][CH:17]=2)[CH3:11])[CH2:7][CH2:6][CH2:5][CH2:4][CH2:3][CH2:2]1.C[Si](Cl)(C)C.[C:41](Cl)(=[O:44])[CH:42]=[CH2:43]. (5) Given the product [NH:1]1[C:5]2[CH:6]=[CH:7][CH:8]=[CH:9][C:4]=2[N:3]=[C:2]1[CH:10]([O:25][CH:26]1[CH2:27][CH2:28][N:29]([CH3:32])[CH2:30][CH2:31]1)[C:11]1[CH:12]=[C:13]([C:18]#[C:19][CH2:20][CH2:21][CH2:22][CH2:23][N:24]=[C:42]2[C:41]([OH:46])=[C:40]([CH3:39])[CH2:44][CH2:43]2)[CH:14]=[CH:15][C:16]=1[F:17], predict the reactants needed to synthesize it. The reactants are: [NH:1]1[C:5]2[CH:6]=[CH:7][CH:8]=[CH:9][C:4]=2[N:3]=[C:2]1[CH:10]([O:25][CH:26]1[CH2:31][CH2:30][N:29]([CH3:32])[CH2:28][CH2:27]1)[C:11]1[CH:12]=[C:13]([C:18]#[C:19][CH2:20][CH2:21][CH2:22][CH2:23][NH2:24])[CH:14]=[CH:15][C:16]=1[F:17].C([O-])(=O)C([O-])=O.[CH3:39][CH:40]1[CH2:44][CH2:43][C:42](=O)[C:41]1=[O:46].